Dataset: Full USPTO retrosynthesis dataset with 1.9M reactions from patents (1976-2016). Task: Predict the reactants needed to synthesize the given product. (1) Given the product [Cl:11][C:9]1[C:10]2[C:2]([C:23]([C:24]3[CH:29]=[CH:28][C:27]([O:30][CH3:31])=[C:26]([N+:32]([O-:34])=[O:33])[CH:25]=3)=[O:35])=[CH:3][N:4]([CH:12]([CH3:14])[CH3:13])[C:5]=2[N:6]=[CH:7][N:8]=1, predict the reactants needed to synthesize it. The reactants are: Br[C:2]1[C:10]2[C:9]([Cl:11])=[N:8][CH:7]=[N:6][C:5]=2[N:4]([CH:12]([CH3:14])[CH3:13])[CH:3]=1.C([Mg]Cl)(C)C.CON(C)[C:23](=[O:35])[C:24]1[CH:29]=[CH:28][C:27]([O:30][CH3:31])=[C:26]([N+:32]([O-:34])=[O:33])[CH:25]=1.COC1C=CC(C(O)=O)=CC=1[N+]([O-])=O.Cl.COCN.C(N(CC)CC)C.Cl. (2) Given the product [C:8]([O:12][C:13]([N:15]1[C@@H:20]([C@@H:21]([OH:33])[C@@H:22]([NH:32][C:1](=[O:3])[CH3:2])[CH2:23][C:24]2[CH:29]=[C:28]([OH:30])[CH:27]=[C:26]([F:31])[CH:25]=2)[CH2:19][O:18][C@H:17]([O:34][C:35]([CH2:36][F:37])([CH3:38])[CH2:39][F:40])[CH2:16]1)=[O:14])([CH3:10])([CH3:11])[CH3:9], predict the reactants needed to synthesize it. The reactants are: [C:1](OC(=O)C)(=[O:3])[CH3:2].[C:8]([O:12][C:13]([N:15]1[C@@H:20]([C@@H:21]([OH:33])[C@@H:22]([NH2:32])[CH2:23][C:24]2[CH:29]=[C:28]([OH:30])[CH:27]=[C:26]([F:31])[CH:25]=2)[CH2:19][O:18][C@H:17]([O:34][C:35]([CH2:39][F:40])([CH3:38])[CH2:36][F:37])[CH2:16]1)=[O:14])([CH3:11])([CH3:10])[CH3:9].C(N(CC)CC)C. (3) Given the product [CH:7]1[C:8]2[C:3](=[C:2]([NH:1][C:13](=[O:14])[O:15][C:16]3[CH:21]=[CH:20][CH:19]=[CH:18][CH:17]=3)[CH:11]=[CH:10][CH:9]=2)[CH:4]=[CH:5][N:6]=1, predict the reactants needed to synthesize it. The reactants are: [NH2:1][C:2]1[CH:11]=[CH:10][CH:9]=[C:8]2[C:3]=1[CH:4]=[CH:5][N:6]=[CH:7]2.Cl[C:13]([O:15][C:16]1[CH:21]=[CH:20][CH:19]=[CH:18][CH:17]=1)=[O:14].N1C=CC=CC=1.O1CCCC1. (4) The reactants are: [Br:1][C:2]1[CH:3]=[CH:4][C:5]([C:9]([OH:11])=[O:10])=[N:6][C:7]=1Cl.[CH3:12][CH:13]([SH:15])[CH3:14]. Given the product [Br:1][C:2]1[CH:3]=[CH:4][C:5]([C:9]([OH:11])=[O:10])=[N:6][C:7]=1[S:15][CH:13]([CH3:14])[CH3:12], predict the reactants needed to synthesize it. (5) Given the product [F:15][C:4]1[CH:3]=[C:2]([C:26]2[CH:27]=[CH:28][CH:29]=[CH:30][C:25]=2[S:22]([N:16]2[CH2:21][CH2:20][CH2:19][CH2:18][CH2:17]2)(=[O:24])=[O:23])[CH:7]=[CH:6][C:5]=1[C:8]1[N:9]=[CH:10][C:11]([NH2:14])=[N:12][CH:13]=1, predict the reactants needed to synthesize it. The reactants are: Br[C:2]1[CH:7]=[CH:6][C:5]([C:8]2[N:9]=[CH:10][C:11]([NH2:14])=[N:12][CH:13]=2)=[C:4]([F:15])[CH:3]=1.[N:16]1([S:22]([C:25]2[CH:30]=[CH:29][CH:28]=[CH:27][C:26]=2B(O)O)(=[O:24])=[O:23])[CH2:21][CH2:20][CH2:19][CH2:18][CH2:17]1. (6) Given the product [C:20]([O:24][C:25](=[O:38])[C@H:26]([O:28][C:29]1[CH:34]=[CH:33][C:32]([CH2:35][NH:36][C:13]([C:12]2[C:11]([O:10][C:8]3[CH:7]=[CH:6][C:5]4=[N:1][O:2][N:3]=[C:4]4[CH:9]=3)=[N:19][CH:18]=[CH:17][CH:16]=2)=[O:15])=[C:31]([F:37])[CH:30]=1)[CH3:27])([CH3:21])([CH3:22])[CH3:23], predict the reactants needed to synthesize it. The reactants are: [N:1]1[O:2][N:3]=[C:4]2[CH:9]=[C:8]([O:10][C:11]3[N:19]=[CH:18][CH:17]=[CH:16][C:12]=3[C:13]([OH:15])=O)[CH:7]=[CH:6][C:5]=12.[C:20]([O:24][C:25](=[O:38])[C@H:26]([O:28][C:29]1[CH:34]=[CH:33][C:32]([CH2:35][NH2:36])=[C:31]([F:37])[CH:30]=1)[CH3:27])([CH3:23])([CH3:22])[CH3:21].O1C2C=CC(OC3N=CC=CC=3C(O)=O)=CC=2OC1.COC(=O)COC1C=CC(CN)=C(F)C=1. (7) The reactants are: [O:1]1[CH2:6][CH2:5][N:4]([S:7]([C:10]2[CH:11]=[C:12]([CH:17]=[CH:18][CH:19]=2)[C:13]([NH:15][NH2:16])=[O:14])(=[O:9])=[O:8])[CH2:3][CH2:2]1.[N:20]1[CH:25]=[CH:24][CH:23]=[C:22]([C:26](=O)[CH3:27])[CH:21]=1. Given the product [O:1]1[CH2:6][CH2:5][N:4]([S:7]([C:10]2[CH:11]=[C:12]([CH:17]=[CH:18][CH:19]=2)[C:13]([NH:15]/[N:16]=[C:26](/[C:22]2[CH:21]=[N:20][CH:25]=[CH:24][CH:23]=2)\[CH3:27])=[O:14])(=[O:9])=[O:8])[CH2:3][CH2:2]1, predict the reactants needed to synthesize it. (8) The reactants are: [C:9](O[C:9]([O:11][C:12]([CH3:15])([CH3:14])[CH3:13])=[O:10])([O:11][C:12]([CH3:15])([CH3:14])[CH3:13])=[O:10].[CH3:16][C:17]12[C:25]([CH3:27])([CH3:26])[CH:21]([NH:22][CH2:23][CH2:24]1)[CH2:20][C:19]1[CH:28]=[C:29]([OH:33])[C:30]([OH:32])=[CH:31][C:18]2=1.C(N(CC)CC)C. Given the product [C:12]([O:11][C:9]([N:22]1[CH2:23][CH2:24][C:17]2([CH3:16])[C:25]([CH3:26])([CH3:27])[CH:21]1[CH2:20][C:19]1[CH:28]=[C:29]([OH:33])[C:30]([OH:32])=[CH:31][C:18]=12)=[O:10])([CH3:13])([CH3:14])[CH3:15], predict the reactants needed to synthesize it.